Dataset: Reaction yield outcomes from USPTO patents with 853,638 reactions. Task: Predict the reaction yield, written as a fraction of the theoretical maximum amount of product (1.0 means a 100% yield; for example, 0.34 means a 34% yield). (1) The reactants are [H-].[Na+].[CH2:3]([NH:6][C:7](=[O:13])[O:8][C:9]([CH3:12])([CH3:11])[CH3:10])[C:4]#[CH:5].[CH2:14](I)[CH3:15]. The catalyst is CN(C=O)C.O.C(OCC)C. The product is [CH2:14]([N:6]([CH2:3][C:4]#[CH:5])[C:7](=[O:13])[O:8][C:9]([CH3:10])([CH3:12])[CH3:11])[CH3:15]. The yield is 0.470. (2) The reactants are [NH2:1][C:2]1[C:3]([C:24]([O:26]CC)=O)=[N:4][C:5]([C:17]2[CH:22]=[CH:21][CH:20]=[C:19]([OH:23])[CH:18]=2)=[N:6][C:7]=1[NH:8][C:9]1C=CC=CC=1OC.[NH2:29]C1C(C(OCC)=O)=NC(Cl)=NC=1NC1C=CC=CC=1OC.OC1C=C(B(O)O)C=CC=1.P([O-])([O-])([O-])=O.[K+].[K+].[K+].C1(P(C2CCCCC2)C2C=CC=CC=2[C:82]2[C:87]([O:88][CH3:89])=[CH:86][CH:85]=[CH:84][C:83]=2OC)CCCCC1. The catalyst is O1CCCC1.O.C([O-])(=O)C.[Pd+2].C([O-])(=O)C. The product is [OH:23][C:19]1[CH:18]=[C:17]([C:5]2[N:6]=[C:7]3[C:2]([N:1]=[CH:9][N:8]3[C:82]3[CH:83]=[CH:84][CH:85]=[CH:86][C:87]=3[O:88][CH3:89])=[C:3]([C:24]([NH2:29])=[O:26])[N:4]=2)[CH:22]=[CH:21][CH:20]=1. The yield is 0.120. (3) The reactants are [N+](C1C=CC(COC([NH:12][CH2:13][CH2:14][CH2:15][O:16][C:17]2[CH:34]=[CH:33][C:20]3[CH2:21][CH:22]([CH2:28][C:29]([O:31][CH3:32])=[O:30])[C:23](=[O:27])[N:24]([CH3:26])[CH2:25][C:19]=3[CH:18]=2)=O)=CC=1)([O-])=O.[H][H]. The catalyst is [Pd].CCO. The product is [NH2:12][CH2:13][CH2:14][CH2:15][O:16][C:17]1[CH:34]=[CH:33][C:20]2[CH2:21][CH:22]([CH2:28][C:29]([O:31][CH3:32])=[O:30])[C:23](=[O:27])[N:24]([CH3:26])[CH2:25][C:19]=2[CH:18]=1. The yield is 0.990. (4) The reactants are [S:1]1[C:5]([C:6]([OH:8])=O)=[CH:4][C:3]2[CH2:9][CH2:10][CH2:11][CH2:12][C:2]1=2.S(Cl)(Cl)=O.[C:17]([NH2:21])([CH3:20])([CH3:19])[CH3:18]. The catalyst is ClCCl. The product is [C:17]([NH:21][C:6]([C:5]1[S:1][C:2]2[CH2:12][CH2:11][CH2:10][CH2:9][C:3]=2[CH:4]=1)=[O:8])([CH3:20])([CH3:19])[CH3:18]. The yield is 0.800. (5) The reactants are C(Cl)(=O)C(Cl)=O.[NH:7]1[C:15]2[C:10](=[CH:11][C:12]([C:16]([OH:18])=O)=[CH:13][CH:14]=2)[CH:9]=[CH:8]1.Cl.[CH3:20][O:21][C:22]1[CH:23]=[CH:24][C:25]2[CH2:26][C@H:27]3[NH:38][CH2:37][CH2:36][C@@:33]4([C:34]=2[CH:35]=1)[C@H:28]3[CH2:29][CH2:30][CH2:31][CH2:32]4.C(N(CC)CC)C. The catalyst is C1COCC1. The product is [CH3:20][O:21][C:22]1[CH:23]=[CH:24][C:25]2[CH2:26][C@H:27]3[N:38]([C:16]([C:12]4[CH:11]=[C:10]5[C:15](=[CH:14][CH:13]=4)[NH:7][CH:8]=[CH:9]5)=[O:18])[CH2:37][CH2:36][C@@:33]4([C:34]=2[CH:35]=1)[C@H:28]3[CH2:29][CH2:30][CH2:31][CH2:32]4. The yield is 0.280. (6) The reactants are [OH-].[Na+].C([O:5][C:6](=[O:34])[CH2:7][S:8][C:9]1[N:18]=[C:17]([CH3:19])[CH:16]=[C:15]2[C:10]=1[C:11](=[O:33])[CH:12]=[C:13]([NH:26][C:27]1[CH:32]=[CH:31][CH:30]=[CH:29][CH:28]=1)[N:14]2[C:20]1[CH:25]=[CH:24][CH:23]=[CH:22][CH:21]=1)C. The catalyst is CCO. The product is [NH:26]([C:13]1[N:14]([C:20]2[CH:25]=[CH:24][CH:23]=[CH:22][CH:21]=2)[C:15]2[C:10]([C:11](=[O:33])[CH:12]=1)=[C:9]([S:8][CH2:7][C:6]([OH:34])=[O:5])[N:18]=[C:17]([CH3:19])[CH:16]=2)[C:27]1[CH:32]=[CH:31][CH:30]=[CH:29][CH:28]=1. The yield is 0.600. (7) The reactants are [NH:1]1[C:9]2[C:4](=[CH:5][CH:6]=[CH:7][CH:8]=2)[CH:3]=[C:2]1[CH:10]([CH3:16])[C:11]([O:13][CH2:14][CH3:15])=[O:12].[N+:17]([O-])([O-:19])=[O:18].[Na+]. The catalyst is S(=O)(=O)(O)O. The product is [N+:17]([C:6]1[CH:5]=[C:4]2[C:9](=[CH:8][CH:7]=1)[NH:1][C:2]([CH:10]([CH3:16])[C:11]([O:13][CH2:14][CH3:15])=[O:12])=[CH:3]2)([O-:19])=[O:18]. The yield is 0.310. (8) The reactants are [N:1]1([C:7]2[CH:12]=[CH:11][C:10]([OH:13])=[CH:9][CH:8]=2)[CH2:6][CH2:5][NH:4][CH2:3][CH2:2]1.[CH3:14][C:15]([CH3:17])=O.[BH3-]C#N.[Na+].Cl. The catalyst is CO.CC(O)=O. The product is [CH:15]([N:4]1[CH2:3][CH2:2][N:1]([C:7]2[CH:8]=[CH:9][C:10]([OH:13])=[CH:11][CH:12]=2)[CH2:6][CH2:5]1)([CH3:17])[CH3:14]. The yield is 0.830.